This data is from Retrosynthesis with 50K atom-mapped reactions and 10 reaction types from USPTO. The task is: Predict the reactants needed to synthesize the given product. (1) The reactants are: CCOC(=O)COc1c(C(=O)O)sc(-c2ccc(CNC(=O)NC(C)C)cc2)c1Br.O=C(O)C(F)(F)F. Given the product CCOC(=O)COc1c(C(=O)OC)sc(-c2ccc(CNC(=O)NC(C)C)cc2)c1Br, predict the reactants needed to synthesize it. (2) Given the product CC(C)(C)OC(=O)Nc1ccccc1C(=O)c1ccc(Cl)cc1, predict the reactants needed to synthesize it. The reactants are: CON(C)C(=O)c1ccccc1NC(=O)OC(C)(C)C.[Mg+]c1ccc(Cl)cc1. (3) Given the product O=C(NCC(F)F)C1CC1, predict the reactants needed to synthesize it. The reactants are: NCC(F)F.O=C(Cl)C1CC1. (4) Given the product CCc1ccc(C2CC(C(=O)O)CN(C(=O)N3CCSCC3)C2)cc1F, predict the reactants needed to synthesize it. The reactants are: CCc1ccc(C2CC(C(=O)OC)CN(C(=O)N3CCSCC3)C2)cc1F.